From a dataset of Full USPTO retrosynthesis dataset with 1.9M reactions from patents (1976-2016). Predict the reactants needed to synthesize the given product. (1) Given the product [ClH:50].[NH2:42][C@@H:12]([CH2:11][C:5]1[CH:6]=[CH:7][C:8]([O:9][CH3:10])=[C:3]([O:2][CH3:1])[CH:4]=1)[C:13]([N:15]1[CH2:16][CH2:17][CH:18]([N:21]2[N:30]=[C:29]([C:31]3[CH:36]=[CH:35][C:34]([O:37][CH3:38])=[C:33]([O:39][CH3:40])[CH:32]=3)[C@@H:28]3[C@@H:23]([CH2:24][CH2:25][CH2:26][CH2:27]3)[C:22]2=[O:41])[CH2:19][CH2:20]1)=[O:14], predict the reactants needed to synthesize it. The reactants are: [CH3:1][O:2][C:3]1[CH:4]=[C:5]([CH2:11][C@H:12]([NH:42]C(=O)OC(C)(C)C)[C:13]([N:15]2[CH2:20][CH2:19][CH:18]([N:21]3[N:30]=[C:29]([C:31]4[CH:36]=[CH:35][C:34]([O:37][CH3:38])=[C:33]([O:39][CH3:40])[CH:32]=4)[C@@H:28]4[C@@H:23]([CH2:24][CH2:25][CH2:26][CH2:27]4)[C:22]3=[O:41])[CH2:17][CH2:16]2)=[O:14])[CH:6]=[CH:7][C:8]=1[O:9][CH3:10].[ClH:50].C(OCC)C. (2) Given the product [CH3:17][N:5]1[C:4](=[O:18])[C:3]([C:19]([O:21][CH2:22][CH3:23])=[O:20])=[C:2]([NH:25][CH3:24])[C:7]([C:8]2[CH:13]=[CH:12][CH:11]=[C:10]([N+:14]([O-:16])=[O:15])[CH:9]=2)=[N:6]1, predict the reactants needed to synthesize it. The reactants are: Cl[C:2]1[C:7]([C:8]2[CH:13]=[CH:12][CH:11]=[C:10]([N+:14]([O-:16])=[O:15])[CH:9]=2)=[N:6][N:5]([CH3:17])[C:4](=[O:18])[C:3]=1[C:19]([O:21][CH2:22][CH3:23])=[O:20].[CH3:24][NH2:25].CCO. (3) Given the product [CH2:35]([N:23]([CH2:21][CH3:22])[CH2:24][CH2:25][CH2:26][O:27][C:28]1[CH:29]=[CH:30][C:31]([NH:34][CH:2]=[C:3]2[C:11]3[C:6](=[CH:7][C:8]([C:12]4[CH:17]=[CH:16][CH:15]=[C:14]([O:18][CH3:19])[CH:13]=4)=[CH:9][CH:10]=3)[NH:5][C:4]2=[O:20])=[CH:32][CH:33]=1)[CH3:36], predict the reactants needed to synthesize it. The reactants are: O[CH:2]=[C:3]1[C:11]2[C:6](=[CH:7][C:8]([C:12]3[CH:17]=[CH:16][CH:15]=[C:14]([O:18][CH3:19])[CH:13]=3)=[CH:9][CH:10]=2)[NH:5][C:4]1=[O:20].[CH2:21]([N:23]([CH2:35][CH3:36])[CH2:24][CH2:25][CH2:26][O:27][C:28]1[CH:33]=[CH:32][C:31]([NH2:34])=[CH:30][CH:29]=1)[CH3:22]. (4) Given the product [Br:1][C:2]1[CH:3]=[N:4][C:5]2[C:10]([CH:11]=1)=[CH:9][C:8]([O:12][CH:13]([S:17][CH3:18])[C:14]([NH:19][C:20]([CH3:24])([CH3:23])[CH2:21][OH:22])=[O:16])=[CH:7][CH:6]=2, predict the reactants needed to synthesize it. The reactants are: [Br:1][C:2]1[CH:3]=[N:4][C:5]2[C:10]([CH:11]=1)=[CH:9][C:8]([O:12][CH:13]([S:17][CH3:18])[C:14]([OH:16])=O)=[CH:7][CH:6]=2.[NH2:19][C:20]([CH3:24])([CH3:23])[CH2:21][OH:22].ON1C2N=CC=CC=2N=N1.Cl.CN(C)CCCN=C=NCC.C([O-])(O)=O.[Na+]. (5) Given the product [F:1][C:2]1[CH:9]=[C:8]([N:11]2[CH2:16][CH2:15][O:14][CH2:13][CH2:12]2)[CH:7]=[CH:6][C:3]=1[C:4]#[N:5], predict the reactants needed to synthesize it. The reactants are: [F:1][C:2]1[CH:9]=[C:8](F)[CH:7]=[CH:6][C:3]=1[C:4]#[N:5].[NH:11]1[CH2:16][CH2:15][O:14][CH2:13][CH2:12]1. (6) Given the product [NH2:36][C:35]1[CH:34]=[C:33]([C:2]2[CH:3]=[CH:4][CH:5]=[C:6]3[C:11]=2[N:10]=[C:9]([NH:12][C:13]2[CH:18]=[CH:17][C:16]([N:19]4[CH2:20][CH2:21][O:22][CH2:23][CH2:24]4)=[CH:15][CH:14]=2)[N:8]=[CH:7]3)[CH:39]=[CH:38][CH:37]=1, predict the reactants needed to synthesize it. The reactants are: Br[C:2]1[CH:3]=[CH:4][CH:5]=[C:6]2[C:11]=1[N:10]=[C:9]([NH:12][C:13]1[CH:18]=[CH:17][C:16]([N:19]3[CH2:24][CH2:23][O:22][CH2:21][CH2:20]3)=[CH:15][CH:14]=1)[N:8]=[CH:7]2.CC1(C)C(C)(C)OB([C:33]2[CH:34]=[C:35]([CH:37]=[CH:38][CH:39]=2)[NH2:36])O1.C([O-])([O-])=O.[Na+].[Na+]. (7) The reactants are: Cl.Cl.[NH:3]1[CH2:8][CH2:7][CH2:6][C@@H:5]([NH:9][C:10]2[CH:11]=[C:12]3[C:16](=[CH:17][CH:18]=2)[NH:15][N:14]=[CH:13]3)[CH2:4]1.[CH:19]([C:21]1[CH:31]=[CH:30][C:24]([C:25]([O:27][CH2:28][CH3:29])=[O:26])=[CH:23][CH:22]=1)=O.C([O-])(=O)C.[Na+].C([BH3-])#N.[Na+]. Given the product [NH:15]1[C:16]2[C:12](=[CH:11][C:10]([NH:9][C@@H:5]3[CH2:6][CH2:7][CH2:8][N:3]([CH2:19][C:21]4[CH:31]=[CH:30][C:24]([C:25]([O:27][CH2:28][CH3:29])=[O:26])=[CH:23][CH:22]=4)[CH2:4]3)=[CH:18][CH:17]=2)[CH:13]=[N:14]1, predict the reactants needed to synthesize it. (8) Given the product [CH2:14]([O:11][C:9]([CH3:10])=[CH:8][C:2](=[O:1])[C:3]([O:5][CH2:6][CH3:7])=[O:4])[CH3:15], predict the reactants needed to synthesize it. The reactants are: [O:1]=[C:2]([CH2:8][C:9](=[O:11])[CH3:10])[C:3]([O:5][CH2:6][CH3:7])=[O:4].C(OCC)(OCC)O[CH2:14][CH3:15].[Cl-].[NH4+].